From a dataset of Full USPTO retrosynthesis dataset with 1.9M reactions from patents (1976-2016). Predict the reactants needed to synthesize the given product. (1) Given the product [NH2:18][C:16]1[CH:15]=[CH:14][C:3]([C:4]([NH:6][CH:7]2[CH2:12][CH2:11][N:10]([CH3:13])[CH2:9][CH2:8]2)=[O:5])=[CH:2][C:17]=1[CH3:21], predict the reactants needed to synthesize it. The reactants are: F[C:2]1[CH:17]=[C:16]([N+:18]([O-])=O)[CH:15]=[CH:14][C:3]=1[C:4]([NH:6][CH:7]1[CH2:12][CH2:11][N:10]([CH3:13])[CH2:9][CH2:8]1)=[O:5].[CH3:21]C1C=C(C=CC=1[N+]([O-])=O)C(O)=O. (2) Given the product [C:23]([O:27][C:28](=[O:38])[C:29]1[CH:34]=[CH:33][C:32]([CH2:35][N:11]2[C:10](=[O:13])[N:9]([CH:14]3[CH2:16][CH2:15]3)[C:8]([C:5]3[CH:4]=[CH:3][C:2]([Cl:1])=[CH:7][CH:6]=3)=[N:12]2)=[C:31]([Cl:37])[CH:30]=1)([CH3:26])([CH3:24])[CH3:25], predict the reactants needed to synthesize it. The reactants are: [Cl:1][C:2]1[CH:7]=[CH:6][C:5]([C:8]2[N:9]([CH:14]3[CH2:16][CH2:15]3)[C:10](=[O:13])[NH:11][N:12]=2)=[CH:4][CH:3]=1.C(=O)([O-])[O-].[Cs+].[Cs+].[C:23]([O:27][C:28](=[O:38])[C:29]1[CH:34]=[CH:33][C:32]([CH2:35]Br)=[C:31]([Cl:37])[CH:30]=1)([CH3:26])([CH3:25])[CH3:24]. (3) Given the product [C:24]([S:27][N:14]=[N:1][C:2]1[C:3]([CH3:13])=[C:4]([CH:9]=[CH:10][C:11]=1[F:12])[C:5]([O:7][CH3:8])=[O:6])([CH3:26])([CH3:25])[CH3:23], predict the reactants needed to synthesize it. The reactants are: [NH2:1][C:2]1[C:3]([CH3:13])=[C:4]([CH:9]=[CH:10][C:11]=1[F:12])[C:5]([O:7][CH3:8])=[O:6].[N:14]([O-])=O.[Na+].C([O-])(=O)C.[K+].[CH3:23][C:24]([SH:27])([CH3:26])[CH3:25]. (4) Given the product [CH3:24][N:25]([CH3:31])[C:26](=[O:30])[CH2:27][N:28]([CH3:29])[C:2]1[N:11]=[C:10]([C:12]([NH:14][CH2:15][C:16]2[CH:21]=[CH:20][C:19]([F:22])=[CH:18][CH:17]=2)=[O:13])[C:9]([OH:23])=[C:8]2[C:3]=1[CH:4]=[CH:5][CH:6]=[N:7]2, predict the reactants needed to synthesize it. The reactants are: Br[C:2]1[N:11]=[C:10]([C:12]([NH:14][CH2:15][C:16]2[CH:21]=[CH:20][C:19]([F:22])=[CH:18][CH:17]=2)=[O:13])[C:9]([OH:23])=[C:8]2[C:3]=1[CH:4]=[CH:5][CH:6]=[N:7]2.[CH3:24][N:25]([CH3:31])[C:26](=[O:30])[CH2:27][NH:28][CH3:29].C(N(CC)C(C)C)(C)C. (5) Given the product [CH2:13]1[C:12]2([CH2:11][N:10]([C:6]3[CH:5]=[C:4]([CH:9]=[CH:8][CH:7]=3)[NH2:1])[CH2:16]2)[CH2:15][O:14]1, predict the reactants needed to synthesize it. The reactants are: [N+:1]([C:4]1[CH:5]=[C:6]([N:10]2[CH2:16][C:12]3([CH2:15][O:14][CH2:13]3)[CH2:11]2)[CH:7]=[CH:8][CH:9]=1)([O-])=O.[H][H]. (6) The reactants are: Cl.[CH:2]([N:5]1[C:13]2[C:8](=[CH:9][C:10]([O:14][CH:15]3[CH2:20][CH2:19][N:18]([CH:21]([CH3:23])[CH3:22])[CH2:17][CH2:16]3)=[CH:11][CH:12]=2)[CH:7]=[C:6]1[C:24]([N:26]1[CH2:31][CH2:30][NH:29][CH2:28][CH2:27]1)=[O:25])([CH3:4])[CH3:3].[F:32][C:33]([F:39])([F:38])[S:34](Cl)(=[O:36])=[O:35]. Given the product [CH:2]([N:5]1[C:13]2[C:8](=[CH:9][C:10]([O:14][CH:15]3[CH2:20][CH2:19][N:18]([CH:21]([CH3:23])[CH3:22])[CH2:17][CH2:16]3)=[CH:11][CH:12]=2)[CH:7]=[C:6]1[C:24]([N:26]1[CH2:27][CH2:28][N:29]([S:34]([C:33]([F:39])([F:38])[F:32])(=[O:36])=[O:35])[CH2:30][CH2:31]1)=[O:25])([CH3:3])[CH3:4], predict the reactants needed to synthesize it. (7) Given the product [CH2:17]([O:10][C:4]1[CH:5]=[CH:6][C:7]([CH3:9])=[CH:8][C:3]=1[O:2][CH3:1])[C:18]1[CH:23]=[CH:22][CH:21]=[CH:20][CH:19]=1, predict the reactants needed to synthesize it. The reactants are: [CH3:1][O:2][C:3]1[CH:8]=[C:7]([CH3:9])[CH:6]=[CH:5][C:4]=1[OH:10].C([O-])([O-])=O.[K+].[K+].[CH2:17](Br)[C:18]1[CH:23]=[CH:22][CH:21]=[CH:20][CH:19]=1. (8) Given the product [C:13]([C:10]1[CH:11]=[CH:12][C:7](/[CH:37]=[CH:36]/[C:35]([O:39][CH3:40])=[O:38])=[C:8]([O:15][CH3:16])[CH:9]=1)#[N:14], predict the reactants needed to synthesize it. The reactants are: FC(F)(F)S(O[C:7]1[CH:12]=[CH:11][C:10]([C:13]#[N:14])=[CH:9][C:8]=1[O:15][CH3:16])(=O)=O.C(=O)([O-])[O-].[Na+].[Na+].P(OCC)(OCC)OCC.[C:35]([O:39][CH3:40])(=[O:38])[CH:36]=[CH2:37].